This data is from Reaction yield outcomes from USPTO patents with 853,638 reactions. The task is: Predict the reaction yield, written as a fraction of the theoretical maximum amount of product (1.0 means a 100% yield; for example, 0.34 means a 34% yield). The reactants are O[CH2:2][CH2:3][C@@H:4]1[C@@H:12]([O:13][C:14]2[CH:19]=[CH:18][CH:17]=[CH:16][CH:15]=2)[C@H:11]([CH3:20])[O:10][C:9](=[O:21])[C@@H:8]([NH:22][C:23](=[O:29])[O:24][C:25]([CH3:28])([CH3:27])[CH3:26])[CH2:7][CH2:6][CH2:5]1.[Br:30]C(Br)(Br)Br.C1(P(C2C=CC=CC=2)C2C=CC=CC=2)C=CC=CC=1.CC(C)=O. The catalyst is C(Cl)Cl. The product is [Br:30][CH2:2][CH2:3][C@@H:4]1[C@@H:12]([O:13][C:14]2[CH:19]=[CH:18][CH:17]=[CH:16][CH:15]=2)[C@H:11]([CH3:20])[O:10][C:9](=[O:21])[C@@H:8]([NH:22][C:23](=[O:29])[O:24][C:25]([CH3:28])([CH3:27])[CH3:26])[CH2:7][CH2:6][CH2:5]1. The yield is 0.880.